This data is from Peptide-MHC class I binding affinity with 185,985 pairs from IEDB/IMGT. The task is: Regression. Given a peptide amino acid sequence and an MHC pseudo amino acid sequence, predict their binding affinity value. This is MHC class I binding data. (1) The peptide sequence is FHKKRVEPL. The MHC is HLA-B51:01 with pseudo-sequence HLA-B51:01. The binding affinity (normalized) is 0.0847. (2) The peptide sequence is EALQRPVASDF. The MHC is HLA-B07:02 with pseudo-sequence HLA-B07:02. The binding affinity (normalized) is 0.0472. (3) The peptide sequence is YRVRNVQTL. The MHC is HLA-B08:02 with pseudo-sequence HLA-B08:02. The binding affinity (normalized) is 0.0847. (4) The peptide sequence is ASAFFGMSR. The MHC is HLA-A11:01 with pseudo-sequence HLA-A11:01. The binding affinity (normalized) is 0.538. (5) The peptide sequence is FTWYGIAAL. The MHC is HLA-B15:01 with pseudo-sequence HLA-B15:01. The binding affinity (normalized) is 0.460. (6) The peptide sequence is WAGIWGGKL. The binding affinity (normalized) is 0.0847. The MHC is HLA-A03:01 with pseudo-sequence HLA-A03:01. (7) The peptide sequence is KTKEVIQEW. The MHC is Patr-B0101 with pseudo-sequence Patr-B0101. The binding affinity (normalized) is 0. (8) The binding affinity (normalized) is 0.0847. The MHC is HLA-A80:01 with pseudo-sequence HLA-A80:01. The peptide sequence is EGFDPRALI.